Dataset: Reaction yield outcomes from USPTO patents with 853,638 reactions. Task: Predict the reaction yield, written as a fraction of the theoretical maximum amount of product (1.0 means a 100% yield; for example, 0.34 means a 34% yield). The reactants are [C:1]([C:3]1[CH:4]=[C:5]2[C:9](=[CH:10][CH:11]=1)[N:8]([CH:12]1[CH2:17][CH2:16][CH2:15][CH2:14][O:13]1)[N:7]=[C:6]2[C:18]1[CH:19]=[C:20]2[C:25](=[CH:26][CH:27]=1)[CH:24]=[C:23]([C:28](O)=[O:29])[CH:22]=[CH:21]2)#[N:2].C1C=C[C:34]2N(O)N=[N:37][C:35]=2C=1.CCN=C=NCCCN(C)C.C(N)C. The catalyst is CN(C=O)C.O. The product is [CH2:35]([NH:37][C:28]([C:23]1[CH:22]=[CH:21][C:20]2[C:25](=[CH:26][CH:27]=[C:18]([C:6]3[C:5]4[C:9](=[CH:10][CH:11]=[C:3]([C:1]#[N:2])[CH:4]=4)[N:8]([CH:12]4[CH2:17][CH2:16][CH2:15][CH2:14][O:13]4)[N:7]=3)[CH:19]=2)[CH:24]=1)=[O:29])[CH3:34]. The yield is 0.600.